From a dataset of Full USPTO retrosynthesis dataset with 1.9M reactions from patents (1976-2016). Predict the reactants needed to synthesize the given product. (1) Given the product [NH2:1][C:4]1[CH:5]=[CH:6][C:7]([CH2:8][C:9]([CH3:20])([C:15]([O:17][CH2:18][CH3:19])=[O:16])[C:10]([O:12][CH2:13][CH3:14])=[O:11])=[CH:21][CH:22]=1, predict the reactants needed to synthesize it. The reactants are: [N+:1]([C:4]1[CH:22]=[CH:21][C:7]([CH2:8][C:9]([CH3:20])([C:15]([O:17][CH2:18][CH3:19])=[O:16])[C:10]([O:12][CH2:13][CH3:14])=[O:11])=[CH:6][CH:5]=1)([O-])=O.O.C(OCC)(=O)C.C(N(CC)CC)C. (2) Given the product [CH3:20][S:21][CH2:22][CH2:23][C:24]1[NH:29][N:28]=[C:1]([C:4]2[CH:9]=[CH:8][CH:7]=[CH:6][CH:5]=2)[CH:2]=1, predict the reactants needed to synthesize it. The reactants are: [C:1]([C:4]1[CH:9]=[CH:8][CH:7]=[CH:6][CH:5]=1)(=O)[CH3:2].[Li+].C[Si]([N-][Si](C)(C)C)(C)C.[CH3:20][S:21][CH2:22][CH2:23][C:24](Cl)=O.O.[NH2:28][NH2:29]. (3) Given the product [Cl:1][C:2]1[CH:3]=[CH:4][C:5]([CH2:6][N:7]2[C:15]3[C:14](=[O:16])[N:13]([CH2:17][C:18](=[O:22])[CH2:19][O:20][CH3:21])[C:12](=[O:23])[N:11]([CH3:24])[C:10]=3[N:9]=[C:8]2[O:25][C:26]2[CH:31]=[CH:30][CH:29]=[C:28]([O:32][C:33]([F:36])([F:34])[F:35])[CH:27]=2)=[CH:37][CH:38]=1, predict the reactants needed to synthesize it. The reactants are: [Cl:1][C:2]1[CH:38]=[CH:37][C:5]([CH2:6][N:7]2[C:15]3[C:14](=[O:16])[N:13]([CH2:17][CH:18]([OH:22])[CH2:19][O:20][CH3:21])[C:12](=[O:23])[N:11]([CH3:24])[C:10]=3[N:9]=[C:8]2[O:25][C:26]2[CH:31]=[CH:30][CH:29]=[C:28]([O:32][C:33]([F:36])([F:35])[F:34])[CH:27]=2)=[CH:4][CH:3]=1.C(OC(=O)C)(=O)C. (4) Given the product [C:1]([O:5][C:6](=[O:14])[N:7]([CH2:11][CH:12]=[CH2:13])[CH2:8][C:9]#[C:10][CH2:15][CH2:16][CH3:17])([CH3:4])([CH3:3])[CH3:2], predict the reactants needed to synthesize it. The reactants are: [C:1]([O:5][C:6](=[O:14])[N:7]([CH2:11][CH:12]=[CH2:13])[CH2:8][C:9]#[CH:10])([CH3:4])([CH3:3])[CH3:2].[CH2:15]([Li])[CH2:16][CH2:17]C.CN(C)P(N(C)C)(N(C)C)=O.ICCC. (5) Given the product [Br-:9].[Br-:8].[CH2:17]([N+:13]([CH2:12][CH2:11][CH3:10])([CH2:14][CH2:15][CH3:16])[CH2:20][CH2:21][CH2:22][N+:5]1[CH:6]=[CH:7][C:2]([CH3:1])=[CH:3][CH:4]=1)[CH2:18][CH3:19], predict the reactants needed to synthesize it. The reactants are: [CH3:1][C:2]1[CH:7]=[CH:6][N:5]=[CH:4][CH:3]=1.[Br-:8].[Br:9][CH2:10][CH2:11][CH2:12][N+:13]([CH2:20][CH2:21][CH3:22])([CH2:17][CH2:18][CH3:19])[CH2:14][CH2:15][CH3:16].CN(C=O)C. (6) Given the product [C:30]([O:29][C:28]([NH:27]/[C:26](/[NH:18][C:15]1[CH:14]=[CH:13][C:12]([N:8]2[CH2:9][CH2:10][CH2:11][C@@H:7]2[C:5]([NH:4][CH:1]2[CH2:2][CH2:3]2)=[O:6])=[CH:17][CH:16]=1)=[N:25]/[C:24]([O:23][C:19]([CH3:22])([CH3:21])[CH3:20])=[O:40])=[O:34])([CH3:33])([CH3:32])[CH3:31], predict the reactants needed to synthesize it. The reactants are: [CH:1]1([NH:4][C:5]([C@H:7]2[CH2:11][CH2:10][CH2:9][N:8]2[C:12]2[CH:17]=[CH:16][C:15]([NH2:18])=[CH:14][CH:13]=2)=[O:6])[CH2:3][CH2:2]1.[C:19]([O:23][C:24](=[O:40])[NH:25]/[C:26](/N1C=CC=N1)=[N:27]/[C:28](=[O:34])[O:29][C:30]([CH3:33])([CH3:32])[CH3:31])([CH3:22])([CH3:21])[CH3:20]. (7) Given the product [CH2:26]([O:25][C:24]([N:13]1[CH2:14][CH2:15][CH:10]([CH2:9][NH:8][C:3]2[C:2]([CH3:1])=[CH:7][N:6]=[CH:5][N:4]=2)[CH2:11][CH2:12]1)=[O:23])[C:27]1[CH:32]=[CH:31][CH:30]=[CH:29][CH:28]=1, predict the reactants needed to synthesize it. The reactants are: [CH3:1][C:2]1[C:3]([NH:8][CH2:9][CH:10]2[CH2:15][CH2:14][NH:13][CH2:12][CH2:11]2)=[N:4][CH:5]=[N:6][CH:7]=1.O=C1CCC(=O)N1[O:23][C:24](=O)[O:25][CH2:26][C:27]1[CH:32]=[CH:31][CH:30]=[CH:29][CH:28]=1. (8) Given the product [F:32][CH:4]([F:3])[C:5]1[N:9]([C:10]2[CH:15]=[C:14]([N:16]3[CH2:21][CH2:20][O:19][CH2:18][CH2:17]3)[N:13]=[C:12]([NH:22][C@H:23]3[CH2:27][CH2:26][N:25]([CH2:40][CH2:39][C:33]4[CH:38]=[CH:37][CH:36]=[CH:35][CH:34]=4)[CH2:24]3)[N:11]=2)[C:8]2[CH:28]=[CH:29][CH:30]=[CH:31][C:7]=2[N:6]=1, predict the reactants needed to synthesize it. The reactants are: Cl.Cl.[F:3][CH:4]([F:32])[C:5]1[N:9]([C:10]2[CH:15]=[C:14]([N:16]3[CH2:21][CH2:20][O:19][CH2:18][CH2:17]3)[N:13]=[C:12]([NH:22][C@H:23]3[CH2:27][CH2:26][NH:25][CH2:24]3)[N:11]=2)[C:8]2[CH:28]=[CH:29][CH:30]=[CH:31][C:7]=2[N:6]=1.[C:33]1([CH2:39][CH:40]=O)[CH:38]=[CH:37][CH:36]=[CH:35][CH:34]=1.C(O[BH-](OC(=O)C)OC(=O)C)(=O)C.[Na+].C(=O)(O)[O-].[Na+]. (9) Given the product [OH:18][C:11]([C:8]1[S:7][C:6]([CH:2]=[O:1])=[N:10][CH:9]=1)([CH3:17])[CH:12]([O:13][CH3:14])[O:15][CH3:16], predict the reactants needed to synthesize it. The reactants are: [O:1]1CCO[CH:2]1[C:6]1[S:7][C:8]([C:11]([OH:18])([CH3:17])[CH:12]([O:15][CH3:16])[O:13][CH3:14])=[CH:9][N:10]=1.Cl.C(=O)([O-])O.[Na+].